Dataset: Forward reaction prediction with 1.9M reactions from USPTO patents (1976-2016). Task: Predict the product of the given reaction. (1) Given the reactants [Cl:1][C:2]1[CH:7]=[C:6]([CH2:8]Cl)[CH:5]=[CH:4][N:3]=1.[CH3:10][C:11]1[NH:15][N:14]=[C:13]([C:16]2[O:20][N:19]=[C:18]([C:21]3[CH:26]=[CH:25][C:24]([CH:27]4[CH2:32][CH2:31][O:30][CH2:29][CH2:28]4)=[CH:23][CH:22]=3)[N:17]=2)[CH:12]=1, predict the reaction product. The product is: [Cl:1][C:2]1[CH:7]=[C:6]([CH2:8][N:15]2[C:11]([CH3:10])=[CH:12][C:13]([C:16]3[O:20][N:19]=[C:18]([C:21]4[CH:22]=[CH:23][C:24]([CH:27]5[CH2:32][CH2:31][O:30][CH2:29][CH2:28]5)=[CH:25][CH:26]=4)[N:17]=3)=[N:14]2)[CH:5]=[CH:4][N:3]=1. (2) Given the reactants [Cl:1][C:2]1[CH:7]=[CH:6][C:5]([C@H:8]2[C@@H:13]([C:14]3[CH:19]=[CH:18][C:17]([Cl:20])=[CH:16][CH:15]=3)[N:12]([C@H:21]([CH2:27][CH2:28][CH3:29])[C:22]([O:24][CH2:25][CH3:26])=[O:23])[C:11](=[O:30])[CH2:10][O:9]2)=[CH:4][CH:3]=1.Br[CH2:32][C:33]1[CH:40]=[CH:39][C:38]([F:41])=[CH:37][C:34]=1[C:35]#[N:36], predict the reaction product. The product is: [Cl:1][C:2]1[CH:7]=[CH:6][C:5]([C@H:8]2[C@@H:13]([C:14]3[CH:19]=[CH:18][C:17]([Cl:20])=[CH:16][CH:15]=3)[N:12]([C@H:21]([CH2:27][CH2:28][CH3:29])[C:22]([O:24][CH2:25][CH3:26])=[O:23])[C:11](=[O:30])[C@H:10]([CH2:32][C:33]3[CH:40]=[CH:39][C:38]([F:41])=[CH:37][C:34]=3[C:35]#[N:36])[O:9]2)=[CH:4][CH:3]=1. (3) Given the reactants [CH2:1]1[CH2:11][C:9](=O)[C:8]2[C:3](=[CH:4][CH:5]=[CH:6][CH:7]=2)[CH2:2]1.Cl.[NH2:13][OH:14].O.C(=O)([O-])[O-].[Na+].[Na+], predict the reaction product. The product is: [C:9]1(=[N:13]/[OH:14])\[CH2:11][CH2:1][CH2:2][C:3]2[C:8]\1=[CH:7][CH:6]=[CH:5][CH:4]=2. (4) Given the reactants [OH:1][CH:2]1[CH2:7][CH2:6][N:5]([C:8]([O:10][C:11]([CH3:14])([CH3:13])[CH3:12])=[O:9])[CH2:4][CH2:3]1.[N+](=[CH:17][C:18]([O:20][CH2:21][CH3:22])=[O:19])=[N-], predict the reaction product. The product is: [CH2:21]([O:20][C:18](=[O:19])[CH2:17][O:1][CH:2]1[CH2:3][CH2:4][N:5]([C:8]([O:10][C:11]([CH3:14])([CH3:13])[CH3:12])=[O:9])[CH2:6][CH2:7]1)[CH3:22]. (5) Given the reactants N1C=CC=CC=1.C(B1OB(C=C)OB([CH:17]=[CH2:18])O1)=C.[OH:19][C:20]1[C:21]([N+:30]([O-:32])=[O:31])=[C:22]([CH:27]=[CH:28][CH:29]=1)[C:23]([O:25][CH3:26])=[O:24].N1C=CC=CC=1.C(O)(C(F)(F)F)=O, predict the reaction product. The product is: [N+:30]([C:21]1[C:20]([O:19][CH:17]=[CH2:18])=[CH:29][CH:28]=[CH:27][C:22]=1[C:23]([O:25][CH3:26])=[O:24])([O-:32])=[O:31]. (6) Given the reactants F[C:2]1[CH:7]=[CH:6][C:5]([C:8]2[C:9]([NH2:37])=[N:10][CH:11]=[N:12][C:13]=2[N:14]2[CH2:19][CH2:18][CH:17]([C:20]3[N:21]([CH3:36])[CH:22]=[C:23]([C:25]4[CH:30]=[CH:29][C:28]([F:31])=[C:27]([C:32]([F:35])([F:34])[F:33])[CH:26]=4)[N:24]=3)[CH2:16][CH2:15]2)=[CH:4][CH:3]=1.[C:38](C1C=CC=CC=1B(O)O)#[N:39], predict the reaction product. The product is: [NH2:37][C:9]1[C:8]([C:5]2[CH:6]=[CH:7][CH:2]=[CH:3][C:4]=2[C:38]#[N:39])=[C:13]([N:14]2[CH2:19][CH2:18][CH:17]([C:20]3[N:21]([CH3:36])[CH:22]=[C:23]([C:25]4[CH:30]=[CH:29][C:28]([F:31])=[C:27]([C:32]([F:35])([F:34])[F:33])[CH:26]=4)[N:24]=3)[CH2:16][CH2:15]2)[N:12]=[CH:11][N:10]=1.